From a dataset of Experimentally validated miRNA-target interactions with 360,000+ pairs, plus equal number of negative samples. Binary Classification. Given a miRNA mature sequence and a target amino acid sequence, predict their likelihood of interaction. Result: 0 (no interaction). The protein sequence of the target gene is MCHVIVTCRSMLWTLLSIVVAFAELVAFMSADWLIGKAKTRSGSGDEQAGMNSEPHYLGILCIRTPAMQQVSRDTLCGTYAKSFGEIASGFWQATAIFLAVGIFILCVVALVSVFTMCVQSIMRKSIFNVCGLLQGIAGLFLILGLILYPAGWGCQKAIDCGRYASPYKPGDCSLGWAFYTATGGTVLTFICAVFSAQAEIATSSDKVQEEIEEGKNLVCLL. The miRNA is mmu-miR-93-5p with sequence CAAAGUGCUGUUCGUGCAGGUAG.